This data is from Full USPTO retrosynthesis dataset with 1.9M reactions from patents (1976-2016). The task is: Predict the reactants needed to synthesize the given product. (1) Given the product [OH:16][C:11]1[CH:10]([CH2:9][OH:8])[O:14][C:13](=[O:15])[CH:12]=1, predict the reactants needed to synthesize it. The reactants are: C([O:8][CH2:9][CH:10]1[O:14][C:13](=[O:15])[CH:12]=[C:11]1[OH:16])C1C=CC=CC=1.[H][H]. (2) Given the product [CH3:36][O:35][C:33](=[O:34])[CH2:32][NH:1][C:2]1[CH:16]=[CH:15][C:5]([CH2:6][CH:7]2[CH2:8][CH2:9][CH2:10][CH2:11][C:12](=[O:14])[NH:13]2)=[CH:4][C:3]=1[O:17][CH2:18][C:19]1[CH:20]=[CH:21][CH:22]=[CH:23][CH:24]=1, predict the reactants needed to synthesize it. The reactants are: [NH2:1][C:2]1[CH:16]=[CH:15][C:5]([CH2:6][CH:7]2[NH:13][C:12](=[O:14])[CH2:11][CH2:10][CH2:9][CH2:8]2)=[CH:4][C:3]=1[O:17][CH2:18][C:19]1[CH:24]=[CH:23][CH:22]=[CH:21][CH:20]=1.C(=O)([O-])[O-].[K+].[K+].Br[CH2:32][C:33]([O:35][CH3:36])=[O:34].O. (3) The reactants are: [Cl:1][C:2]1[CH:3]=[C:4]([CH2:19][N:20]2[C:24]([CH3:25])=[CH:23][C:22]([C:26](Cl)=[O:27])=[N:21]2)[C:5]2[O:9][C:8]([C:10]3[CH:15]=[CH:14][C:13]([Cl:16])=[CH:12][C:11]=3[Cl:17])=[CH:7][C:6]=2[CH:18]=1.CCN(CC)CC.[NH2:36][CH2:37][CH:38]1[CH2:43][CH2:42][N:41]([C:44]([O:46][C:47]([CH3:50])([CH3:49])[CH3:48])=[O:45])[CH2:40][CH2:39]1. Given the product [Cl:1][C:2]1[CH:3]=[C:4]([CH2:19][N:20]2[C:24]([CH3:25])=[CH:23][C:22]([C:26]([NH:36][CH2:37][CH:38]3[CH2:43][CH2:42][N:41]([C:44]([O:46][C:47]([CH3:50])([CH3:49])[CH3:48])=[O:45])[CH2:40][CH2:39]3)=[O:27])=[N:21]2)[C:5]2[O:9][C:8]([C:10]3[CH:15]=[CH:14][C:13]([Cl:16])=[CH:12][C:11]=3[Cl:17])=[CH:7][C:6]=2[CH:18]=1, predict the reactants needed to synthesize it. (4) Given the product [C:9]([O:13][C:14]([N:16]1[CH2:17][CH2:18][N:19]([C:22]2[N:30]=[CH:29][N:28]=[C:27]3[C:23]=2[N:24]=[C:25]([Cl:1])[N:26]3[CH3:31])[CH2:20][CH2:21]1)=[O:15])([CH3:12])([CH3:11])[CH3:10], predict the reactants needed to synthesize it. The reactants are: [Cl:1]N1C(=O)CCC1=O.[C:9]([O:13][C:14]([N:16]1[CH2:21][CH2:20][N:19]([C:22]2[N:30]=[CH:29][N:28]=[C:27]3[C:23]=2[N:24]=[CH:25][N:26]3[CH3:31])[CH2:18][CH2:17]1)=[O:15])([CH3:12])([CH3:11])[CH3:10].CN(C)C=O.C(OCC)(=O)C. (5) Given the product [CH3:1][S:2]([N:5]1[CH2:6][CH:7]=[C:8]([C:11]2[CH:12]=[C:13]3[CH2:27][C:18]4([CH2:19][C:20]5([CH2:21][CH2:22][N:23]([C:29]6[CH:34]=[CH:33][C:32]([C:35]([F:38])([F:37])[F:36])=[CH:31][N:30]=6)[CH2:24][CH2:25]5)[CH2:26]4)[O:17][C:14]3=[CH:15][N:16]=2)[CH2:9][CH2:10]1)(=[O:4])=[O:3], predict the reactants needed to synthesize it. The reactants are: [CH3:1][S:2]([N:5]1[CH2:10][CH:9]=[C:8]([C:11]2[CH:12]=[C:13]3[CH2:27][C:18]4([CH2:26][C:20]5([CH2:25][CH2:24][NH:23][CH2:22][CH2:21]5)[CH2:19]4)[O:17][C:14]3=[CH:15][N:16]=2)[CH2:7][CH2:6]1)(=[O:4])=[O:3].Cl[C:29]1[CH:34]=[CH:33][C:32]([C:35]([F:38])([F:37])[F:36])=[CH:31][N:30]=1. (6) The reactants are: [C:1]([C:3]1[CH:4]=[C:5]2[C:11](C(O)=O)=[C:10]([C:15]([F:18])([F:17])[F:16])[NH:9][C:6]2=[N:7][CH:8]=1)#[N:2]. Given the product [F:18][C:15]([F:16])([F:17])[C:10]1[NH:9][C:6]2=[N:7][CH:8]=[C:3]([C:1]#[N:2])[CH:4]=[C:5]2[CH:11]=1, predict the reactants needed to synthesize it. (7) Given the product [Br:23][CH2:3][C:4]([C:6]1[C:7]([F:21])=[C:8]2[O:12][C:11]([N:13]([CH3:15])[CH3:14])=[N:10][C:9]2=[C:16]([C:19]#[N:20])[C:17]=1[CH3:18])=[O:5], predict the reactants needed to synthesize it. The reactants are: C([O:3][C:4]([C:6]1[C:7]([F:21])=[C:8]2[O:12][C:11]([N:13]([CH3:15])[CH3:14])=[N:10][C:9]2=[C:16]([C:19]#[N:20])[C:17]=1[CH3:18])=[CH2:5])C.O.[Br:23]N1C(=O)CCC1=O. (8) Given the product [CH3:21][O:20][C:14]1[CH:13]=[C:12]([C:9]2[C:8]3[N:7]=[C:6]([OH:22])[CH:5]=[N:4][C:3]=3[C:2]([C:28]#[N:29])=[CH:11][CH:10]=2)[CH:17]=[C:16]([O:18][CH3:19])[CH:15]=1, predict the reactants needed to synthesize it. The reactants are: Br[C:2]1[CH:11]=[CH:10][C:9]([C:12]2[CH:17]=[C:16]([O:18][CH3:19])[CH:15]=[C:14]([O:20][CH3:21])[CH:13]=2)=[C:8]2[C:3]=1[N:4]=[CH:5][C:6]([OH:22])=[N:7]2.BrC1C=CC(C2C=C(OC)C=C(OC)C=2)=[C:28]2C=1N=C(O)C=[N:29]2.C([Cu])#N.